This data is from NCI-60 drug combinations with 297,098 pairs across 59 cell lines. The task is: Regression. Given two drug SMILES strings and cell line genomic features, predict the synergy score measuring deviation from expected non-interaction effect. Cell line: TK-10. Drug 1: C1=CC(=CC=C1C#N)C(C2=CC=C(C=C2)C#N)N3C=NC=N3. Synergy scores: CSS=24.8, Synergy_ZIP=2.91, Synergy_Bliss=2.20, Synergy_Loewe=-15.9, Synergy_HSA=-0.214. Drug 2: CC1CCCC2(C(O2)CC(NC(=O)CC(C(C(=O)C(C1O)C)(C)C)O)C(=CC3=CSC(=N3)C)C)C.